From a dataset of CYP1A2 inhibition data for predicting drug metabolism from PubChem BioAssay. Regression/Classification. Given a drug SMILES string, predict its absorption, distribution, metabolism, or excretion properties. Task type varies by dataset: regression for continuous measurements (e.g., permeability, clearance, half-life) or binary classification for categorical outcomes (e.g., BBB penetration, CYP inhibition). Dataset: cyp1a2_veith. The result is 0 (non-inhibitor). The drug is CCOc1ccccc1NC(=O)C1=C(C)NC(=O)NC1c1cccc(OC)c1OC.